Regression/Classification. Given a drug SMILES string, predict its absorption, distribution, metabolism, or excretion properties. Task type varies by dataset: regression for continuous measurements (e.g., permeability, clearance, half-life) or binary classification for categorical outcomes (e.g., BBB penetration, CYP inhibition). Dataset: cyp3a4_veith. From a dataset of CYP3A4 inhibition data for predicting drug metabolism from PubChem BioAssay. The molecule is Nc1nc(-c2ccccc2)c(-c2ccccc2)c(-c2nc(N)nc(-c3ccccc3)c2-c2ccccc2)n1. The result is 0 (non-inhibitor).